Task: Predict the product of the given reaction.. Dataset: Forward reaction prediction with 1.9M reactions from USPTO patents (1976-2016) (1) Given the reactants [H-].[Na+].[Cl:3][C:4]1[CH:5]=[C:6]([S:11](N)(=[O:13])=[O:12])[CH:7]=[CH:8][C:9]=1[I:10].CI.[CH3:17][N:18]([CH:20]=O)C, predict the reaction product. The product is: [Cl:3][C:4]1[CH:5]=[C:6]([S:11]([N:18]([CH3:20])[CH3:17])(=[O:12])=[O:13])[CH:7]=[CH:8][C:9]=1[I:10]. (2) Given the reactants [Br:1][C:2]1[CH:7]=[CH:6][C:5]([CH2:8]O)=[CH:4][C:3]=1[F:10].P(Br)(Br)[Br:12].C([O-])([O-])=O.[Na+].[Na+], predict the reaction product. The product is: [Br:1][C:2]1[CH:7]=[CH:6][C:5]([CH2:8][Br:12])=[CH:4][C:3]=1[F:10]. (3) Given the reactants [Br:1][C:2]1[C:10]2[N:9]=[N:8][N:7]([CH2:11][CH:12]3[CH2:14][CH2:13]3)[C:6]=2[CH:5]=[CH:4][C:3]=1[OH:15].Br[CH2:17][C:18]#[N:19].C(=O)([O-])[O-].[K+].[K+], predict the reaction product. The product is: [Br:1][C:2]1[C:10]2[N:9]=[N:8][N:7]([CH2:11][CH:12]3[CH2:14][CH2:13]3)[C:6]=2[CH:5]=[CH:4][C:3]=1[O:15][CH2:17][C:18]#[N:19]. (4) Given the reactants [C:1]([C:3]1[CH:12]=[CH:11][C:6]([C:7]([O:9][CH3:10])=[O:8])=[CH:5][C:4]=1[O:13][CH3:14])#[N:2].[NH2:15][OH:16], predict the reaction product. The product is: [NH2:2][C:1](=[N:15][OH:16])[C:3]1[CH:12]=[CH:11][C:6]([C:7]([O:9][CH3:10])=[O:8])=[CH:5][C:4]=1[O:13][CH3:14]. (5) Given the reactants [H-].[Na+].CN(C=O)C.[N+:8]([C:11]1[CH:12]=[C:13]([OH:17])[CH:14]=[CH:15][CH:16]=1)([O-:10])=[O:9].Cl[C:19]1[CH:20]=[CH:21][N:22]2[C:27]([CH:28]=1)=[CH:26][CH:25]=[C:24]([C:29]([O:31][CH2:32][CH3:33])=[O:30])[C:23]2=[O:34], predict the reaction product. The product is: [N+:8]([C:11]1[CH:12]=[C:13]([CH:14]=[CH:15][CH:16]=1)[O:17][C:19]1[CH:20]=[CH:21][N:22]2[C:27]([CH:28]=1)=[CH:26][CH:25]=[C:24]([C:29]([O:31][CH2:32][CH3:33])=[O:30])[C:23]2=[O:34])([O-:10])=[O:9]. (6) Given the reactants [Cl:1][C:2]1[N:3]=[C:4]([CH:9]=O)[N:5]([CH3:8])[C:6]=1[Cl:7].[NH2:11][C:12]1[CH:17]=[CH:16][CH:15]=[CH:14][C:13]=1/[CH:18]=[CH:19]/[C:20]([O:22][CH3:23])=[O:21], predict the reaction product. The product is: [Cl:1][C:2]1[N:3]=[C:4]([CH2:9][NH:11][C:12]2[CH:17]=[CH:16][CH:15]=[CH:14][C:13]=2/[CH:18]=[CH:19]/[C:20]([O:22][CH3:23])=[O:21])[N:5]([CH3:8])[C:6]=1[Cl:7]. (7) Given the reactants [O:1]1[CH2:6][CH2:5][N:4]([CH2:7][CH2:8][CH2:9][NH:10][C:11]2[CH:12]=[C:13]([CH2:17][CH:18]([O:23][CH2:24][CH3:25])[C:19]([O:21]C)=[O:20])[CH:14]=[CH:15][CH:16]=2)[C:3]2[CH:26]=[CH:27][CH:28]=[CH:29][C:2]1=2.O.[OH-].[Li+], predict the reaction product. The product is: [O:1]1[CH2:6][CH2:5][N:4]([CH2:7][CH2:8][CH2:9][NH:10][C:11]2[CH:12]=[C:13]([CH2:17][CH:18]([O:23][CH2:24][CH3:25])[C:19]([OH:21])=[O:20])[CH:14]=[CH:15][CH:16]=2)[C:3]2[CH:26]=[CH:27][CH:28]=[CH:29][C:2]1=2. (8) Given the reactants [F:1][C:2]1[CH:3]=[N:4][CH:5]=[CH:6][C:7]=1[NH:8][C:9](=[O:15])[O:10][C:11]([CH3:14])([CH3:13])[CH3:12].[N+:16]([C:19]1[CH:24]=[C:23]([N+:25]([O-:27])=[O:26])[CH:22]=[CH:21][C:20]=1[O:28]N)([O-:18])=[O:17], predict the reaction product. The product is: [NH2:16][N+:4]1[CH:5]=[CH:6][C:7]([NH:8][C:9]([O:10][C:11]([CH3:12])([CH3:14])[CH3:13])=[O:15])=[C:2]([F:1])[CH:3]=1.[N+:16]([C:19]1[CH:24]=[C:23]([N+:25]([O-:27])=[O:26])[CH:22]=[CH:21][C:20]=1[O-:28])([O-:18])=[O:17].